Dataset: Full USPTO retrosynthesis dataset with 1.9M reactions from patents (1976-2016). Task: Predict the reactants needed to synthesize the given product. (1) Given the product [CH:1]([O:4][C:5]1[CH:13]=[CH:12][C:11]([S:14]([CH3:17])(=[O:16])=[O:15])=[CH:10][C:6]=1[C:7]([N:28]1[CH2:27][CH2:26][CH:25]([O:24][C:23]2[CH:31]=[CH:32][C:20]([O:19][CH3:18])=[CH:21][CH:22]=2)[CH2:30][CH2:29]1)=[O:9])([CH3:2])[CH3:3], predict the reactants needed to synthesize it. The reactants are: [CH:1]([O:4][C:5]1[CH:13]=[CH:12][C:11]([S:14]([CH3:17])(=[O:16])=[O:15])=[CH:10][C:6]=1[C:7]([OH:9])=O)([CH3:3])[CH3:2].[CH3:18][O:19][C:20]1[CH:32]=[CH:31][C:23]([O:24][CH:25]2[CH2:30][CH2:29][NH:28][CH2:27][CH2:26]2)=[CH:22][CH:21]=1. (2) Given the product [CH3:1][O:2][C:3](=[O:41])[N:4]([CH2:5][C:6]1[CH:11]=[C:10]([C:12]([F:15])([F:14])[F:13])[CH:9]=[C:8]([NH2:16])[CH:7]=1)[CH2:19][C:20]1[CH:25]=[C:24]([C:26]([F:29])([F:28])[F:27])[CH:23]=[CH:22][C:21]=1[C:30]1[CH:35]=[C:34]([CH:36]([CH3:38])[CH3:37])[CH:33]=[CH:32][C:31]=1[O:39][CH3:40], predict the reactants needed to synthesize it. The reactants are: [CH3:1][O:2][C:3](=[O:41])[N:4]([CH2:19][C:20]1[CH:25]=[C:24]([C:26]([F:29])([F:28])[F:27])[CH:23]=[CH:22][C:21]=1[C:30]1[CH:35]=[C:34]([CH:36]([CH3:38])[CH3:37])[CH:33]=[CH:32][C:31]=1[O:39][CH3:40])[CH2:5][C:6]1[CH:11]=[C:10]([C:12]([F:15])([F:14])[F:13])[CH:9]=[C:8]([N+:16]([O-])=O)[CH:7]=1. (3) Given the product [C:1]([O:5][C:6](=[O:15])[NH:7][CH2:8][CH2:9][C:10]1[N:14]([CH2:23][CH2:24][F:25])[N:13]=[N:12][N:11]=1)([CH3:4])([CH3:2])[CH3:3], predict the reactants needed to synthesize it. The reactants are: [C:1]([O:5][C:6](=[O:15])[NH:7][CH2:8][CH2:9][C:10]1[NH:14][N:13]=[N:12][N:11]=1)([CH3:4])([CH3:3])[CH3:2].C(=O)([O-])[O-].[Cs+].[Cs+].Br[CH2:23][CH2:24][F:25]. (4) Given the product [F:1][C:2]1[CH:3]=[CH:4][C:5]([N:8]2[CH:12]=[CH:11][C:10]([CH:13]=[O:14])=[N:9]2)=[N:6][CH:7]=1, predict the reactants needed to synthesize it. The reactants are: [F:1][C:2]1[CH:3]=[CH:4][C:5]([N:8]2[CH:12]=[CH:11][C:10]([CH2:13][OH:14])=[N:9]2)=[N:6][CH:7]=1. (5) The reactants are: [CH:1]1([C@@H:7]([NH:9][C:10]([C:12]2[C:21]3[C:16](=[CH:17][CH:18]=[CH:19][CH:20]=3)[N:15]=[C:14]([C:22]3[CH:27]=[CH:26][CH:25]=[CH:24][CH:23]=3)[C:13]=2[CH2:28][N:29]2[CH2:34][CH2:33][NH:32][CH2:31][CH2:30]2)=[O:11])[CH3:8])[CH2:6][CH2:5][CH2:4][CH2:3][CH2:2]1.Br[CH2:36][C:37]([NH2:39])=[O:38].C(N(C(C)C)CC)(C)C. Given the product [CH:1]1([C@@H:7]([NH:9][C:10]([C:12]2[C:21]3[C:16](=[CH:17][CH:18]=[CH:19][CH:20]=3)[N:15]=[C:14]([C:22]3[CH:23]=[CH:24][CH:25]=[CH:26][CH:27]=3)[C:13]=2[CH2:28][N:29]2[CH2:34][CH2:33][N:32]([CH2:36][C:37](=[O:38])[NH2:39])[CH2:31][CH2:30]2)=[O:11])[CH3:8])[CH2:6][CH2:5][CH2:4][CH2:3][CH2:2]1, predict the reactants needed to synthesize it. (6) The reactants are: [CH2:1]([O:3][C:4]1[CH:9]=[CH:8][C:7]([C:10]2[S:14][C:13]([C@@:15]3([CH2:23][CH:24]=[O:25])[CH2:20][CH2:19][CH2:18][CH2:17][S:16]3(=[O:22])=[O:21])=[CH:12][CH:11]=2)=[CH:6][CH:5]=1)[CH3:2].CC(=CC)C.O.O.P([O-])(O)(O)=[O:34].[Na+].Cl([O-])=O.[Na+]. Given the product [CH2:1]([O:3][C:4]1[CH:5]=[CH:6][C:7]([C:10]2[S:14][C:13]([C@@:15]3([CH2:23][C:24]([OH:34])=[O:25])[CH2:20][CH2:19][CH2:18][CH2:17][S:16]3(=[O:21])=[O:22])=[CH:12][CH:11]=2)=[CH:8][CH:9]=1)[CH3:2], predict the reactants needed to synthesize it. (7) Given the product [CH2:16]([O:30][C:31]1[O:35][C:34]([C:36]([O:38][CH:11]([O:10][C:9](=[O:14])[N:8]([CH2:1][C:2]2[CH:7]=[CH:6][CH:5]=[CH:4][CH:3]=2)[CH3:15])[CH3:12])=[O:37])=[CH:33][CH:32]=1)[CH2:17][CH2:18][CH2:19][CH2:20][CH2:21][CH2:22][CH2:23][CH2:24][CH2:25][CH2:26][CH2:27][CH2:28][CH3:29], predict the reactants needed to synthesize it. The reactants are: [CH2:1]([N:8]([CH3:15])[C:9](=[O:14])[O:10][CH:11](Cl)[CH3:12])[C:2]1[CH:7]=[CH:6][CH:5]=[CH:4][CH:3]=1.[CH2:16]([O:30][C:31]1[O:35][C:34]([C:36]([OH:38])=[O:37])=[CH:33][CH:32]=1)[CH2:17][CH2:18][CH2:19][CH2:20][CH2:21][CH2:22][CH2:23][CH2:24][CH2:25][CH2:26][CH2:27][CH2:28][CH3:29].O.O.O.O.O.[OH-].C([N+](CCCC)(CCCC)CCCC)CCC.[I-].[Na+]. (8) Given the product [NH2:24][C:25]1[N:30]=[CH:29][C:28]([C:31]2[CH:32]=[N:33][N:34]([CH:36]([CH3:40])[C:37]([NH:65][CH2:64][CH2:63][CH2:62][N:61]([CH3:66])[CH3:60])=[O:39])[CH:35]=2)=[CH:27][C:26]=1[O:41][CH:42]([C:44]1[C:49]([Cl:50])=[CH:48][CH:47]=[C:46]([F:51])[C:45]=1[Cl:52])[CH3:43], predict the reactants needed to synthesize it. The reactants are: P(F)(F)(F)(F)F.N1(OC(N(C)C)=[N+](C)C)C2N=CC=CC=2N=N1.[NH2:24][C:25]1[N:30]=[CH:29][C:28]([C:31]2[CH:32]=[N:33][N:34]([CH:36]([CH3:40])[C:37]([OH:39])=O)[CH:35]=2)=[CH:27][C:26]=1[O:41][CH:42]([C:44]1[C:49]([Cl:50])=[CH:48][CH:47]=[C:46]([F:51])[C:45]=1[Cl:52])[CH3:43].C(N(CC)CC)C.[CH3:60][N:61]([CH3:66])[CH2:62][CH2:63][CH2:64][NH2:65]. (9) Given the product [Cl:24][C:14]1[CH:15]=[C:16]2[C:11](=[CH:12][CH:13]=1)[N:10]=[C:9]([N:25]([CH2:27][CH2:28][OH:29])[CH3:26])[C:8]([C:6]([OH:7])=[O:5])=[C:17]2[C:18]1[CH:23]=[CH:22][CH:21]=[CH:20][CH:19]=1, predict the reactants needed to synthesize it. The reactants are: C([O:5][C:6]([C:8]1[C:9]([N:25]([CH2:27][CH2:28][OH:29])[CH3:26])=[N:10][C:11]2[C:16]([C:17]=1[C:18]1[CH:23]=[CH:22][CH:21]=[CH:20][CH:19]=1)=[CH:15][C:14]([Cl:24])=[CH:13][CH:12]=2)=[O:7])(C)(C)C.C(O)(C(F)(F)F)=O. (10) Given the product [C:2]1([C:29]2[CH:34]=[CH:33][CH:32]=[CH:31][CH:30]=2)[CH:28]=[CH:27][C:5]([CH2:6][CH:7]([CH2:18][NH:19][C:20]([O:22][C:23]([CH3:26])([CH3:25])[CH3:24])=[O:21])[C:8]([O:10][CH2:11][C:12]2[CH:17]=[CH:16][CH:15]=[CH:14][CH:13]=2)=[O:9])=[CH:4][CH:3]=1, predict the reactants needed to synthesize it. The reactants are: Br[C:2]1[CH:28]=[CH:27][C:5]([CH2:6][CH:7]([CH2:18][NH:19][C:20]([O:22][C:23]([CH3:26])([CH3:25])[CH3:24])=[O:21])[C:8]([O:10][CH2:11][C:12]2[CH:17]=[CH:16][CH:15]=[CH:14][CH:13]=2)=[O:9])=[CH:4][CH:3]=1.[C:29]1(B(O)O)[CH:34]=[CH:33][CH:32]=[CH:31][CH:30]=1.C([O-])([O-])=O.[Na+].[Na+].